From a dataset of Reaction yield outcomes from USPTO patents with 853,638 reactions. Predict the reaction yield, written as a fraction of the theoretical maximum amount of product (1.0 means a 100% yield; for example, 0.34 means a 34% yield). (1) The reactants are [CH:1]([C:4]1[CH:9]=[CH:8][CH:7]=[CH:6][C:5]=1[C:10]1[C:18]2[O:17][CH:16]([CH2:19][NH2:20])[CH2:15][C:14]=2[CH:13]=[CH:12][CH:11]=1)([CH3:3])[CH3:2].C(N(C(C)C)CC)(C)C.Cl[C:31]([O:33][CH2:34][C:35]1[CH:40]=[CH:39][CH:38]=[CH:37][CH:36]=1)=[O:32].C(OC(=O)NCC1CC2C=CC=C(C3CCCC3)C=2O1)C1C=CC=CC=1. No catalyst specified. The product is [CH2:34]([O:33][C:31](=[O:32])[NH:20][CH2:19][CH:16]1[CH2:15][C:14]2[CH:13]=[CH:12][CH:11]=[C:10]([C:5]3[CH:6]=[CH:7][CH:8]=[CH:9][C:4]=3[CH:1]([CH3:3])[CH3:2])[C:18]=2[O:17]1)[C:35]1[CH:40]=[CH:39][CH:38]=[CH:37][CH:36]=1. The yield is 0.890. (2) The reactants are [Br:1][C:2]1[C:3](Cl)=[N:4][C:5]([Cl:8])=[N:6][CH:7]=1.[NH:10]1[CH2:18][CH2:17][CH:13]([C:14]([NH2:16])=[O:15])[CH2:12][CH2:11]1.C(N(CC)CC)C.C(=O)([O-])O.[Na+]. The catalyst is CN(C=O)C. The product is [Br:1][C:2]1[C:3]([N:10]2[CH2:18][CH2:17][CH:13]([C:14]([NH2:16])=[O:15])[CH2:12][CH2:11]2)=[N:4][C:5]([Cl:8])=[N:6][CH:7]=1. The yield is 0.950.